Dataset: Full USPTO retrosynthesis dataset with 1.9M reactions from patents (1976-2016). Task: Predict the reactants needed to synthesize the given product. (1) Given the product [CH3:36][N:37]1[CH2:42][CH2:41][N:40]([CH2:7][CH2:8][CH2:9][S:10]([N:13]2[CH2:18][CH2:17][CH:16]([C:19]3[C:27]4[C:22](=[C:23]([C:33]([NH2:35])=[O:34])[CH:24]=[C:25]([C:28]5[CH:32]=[CH:31][S:30][CH:29]=5)[CH:26]=4)[NH:21][CH:20]=3)[CH2:15][CH2:14]2)(=[O:12])=[O:11])[CH2:39][CH2:38]1, predict the reactants needed to synthesize it. The reactants are: NS(N)(=O)=O.Cl[CH2:7][CH2:8][CH2:9][S:10]([N:13]1[CH2:18][CH2:17][CH:16]([C:19]2[C:27]3[C:22](=[C:23]([C:33]([NH2:35])=[O:34])[CH:24]=[C:25]([C:28]4[CH:32]=[CH:31][S:30][CH:29]=4)[CH:26]=3)[NH:21][CH:20]=2)[CH2:15][CH2:14]1)(=[O:12])=[O:11].[CH3:36][N:37]1[CH2:42][CH2:41][NH:40][CH2:39][CH2:38]1.C([O-])([O-])=O.[K+].[K+]. (2) Given the product [F:1][C:2]1[CH:3]=[C:4]([C:5]([N:20]2[CH2:21][CH2:22][CH2:19][CH2:18]2)=[O:7])[CH:8]=[CH:9][C:10]=1[N+:11]([O-:13])=[O:12], predict the reactants needed to synthesize it. The reactants are: [F:1][C:2]1[CH:3]=[C:4]([CH:8]=[CH:9][C:10]=1[N+:11]([O-:13])=[O:12])[C:5]([OH:7])=O.S(Cl)(Cl)=O.[CH2:18]([N:20](CC)[CH2:21][CH3:22])[CH3:19].N1CCCC1. (3) Given the product [N:44]1([C:2]2[CH:7]=[C:6]([C:8]3[C:12]4[C:13]([O:17][CH:18]5[CH2:19][CH2:20][O:21][CH2:22][CH2:23]5)=[N:14][CH:15]=[CH:16][C:11]=4[NH:10][N:9]=3)[CH:5]=[CH:4][N:3]=2)[CH2:47][CH2:46][CH2:45]1, predict the reactants needed to synthesize it. The reactants are: Cl[C:2]1[CH:7]=[C:6]([C:8]2[C:12]3[C:13]([O:17][CH:18]4[CH2:23][CH2:22][O:21][CH2:20][CH2:19]4)=[N:14][CH:15]=[CH:16][C:11]=3[N:10](C(C3C=CC=CC=3)(C3C=CC=CC=3)C3C=CC=CC=3)[N:9]=2)[CH:5]=[CH:4][N:3]=1.Cl.[NH:44]1[CH2:47][CH2:46][CH2:45]1. (4) Given the product [CH3:1][C:2]1[N:3]([CH:13]2[CH2:18][CH2:17][N:16]([C:19]([O:21][C:22]([CH3:25])([CH3:24])[CH3:23])=[O:20])[CH2:15][CH2:14]2)[CH:4]=[C:5]([CH3:7])[N:6]=1, predict the reactants needed to synthesize it. The reactants are: [CH3:1][C:2]1[NH:3][CH:4]=[C:5]([CH3:7])[N:6]=1.CS(O[CH:13]1[CH2:18][CH2:17][N:16]([C:19]([O:21][C:22]([CH3:25])([CH3:24])[CH3:23])=[O:20])[CH2:15][CH2:14]1)(=O)=O.C(=O)([O-])[O-].[K+].[K+].